From a dataset of Catalyst prediction with 721,799 reactions and 888 catalyst types from USPTO. Predict which catalyst facilitates the given reaction. (1) Reactant: Cl.[CH3:2][O:3][C:4]1[C:14]2[CH2:13][CH2:12][NH:11][CH2:10][CH2:9][C:8]=2[CH:7]=[CH:6][CH:5]=1.C(N(CC)CC)C.[F:22][C:23]([F:34])([F:33])[C:24](O[C:24](=[O:25])[C:23]([F:34])([F:33])[F:22])=[O:25]. Product: [CH3:2][O:3][C:4]1[C:14]2[CH2:13][CH2:12][N:11]([C:24](=[O:25])[C:23]([F:34])([F:33])[F:22])[CH2:10][CH2:9][C:8]=2[CH:7]=[CH:6][CH:5]=1. The catalyst class is: 2. (2) Reactant: [C:1]([C:3]1[CH:12]=[C:11]2[C:6]([N:7]=[C:8]([NH:26][CH:27]3[CH2:29][CH2:28]3)[C:9]([C:13]3[CH2:18][CH2:17][N:16](C(OC(C)(C)C)=O)[CH2:15][CH:14]=3)=[N:10]2)=[CH:5][CH:4]=1)#[N:2].[ClH:30]. Product: [ClH:30].[ClH:30].[CH:27]1([NH:26][C:8]2[C:9]([C:13]3[CH2:18][CH2:17][NH:16][CH2:15][CH:14]=3)=[N:10][C:11]3[C:6](=[CH:5][CH:4]=[C:3]([C:1]#[N:2])[CH:12]=3)[N:7]=2)[CH2:29][CH2:28]1. The catalyst class is: 2. (3) Reactant: [C:1]1([CH3:10])[CH:6]=[CH:5][C:4]([C:7](Cl)=[O:8])=[CH:3][CH:2]=1.[Cl-].[Al+3].[Cl-].[Cl-].[C:15]1([S:21]([N:24]2[CH:28]=[CH:27][CH:26]=[CH:25]2)(=[O:23])=[O:22])[CH:20]=[CH:19][CH:18]=[CH:17][CH:16]=1. Product: [C:15]1([S:21]([N:24]2[CH:25]=[CH:26][CH:27]=[C:28]2[C:7]([C:4]2[CH:5]=[CH:6][C:1]([CH3:10])=[CH:2][CH:3]=2)=[O:8])(=[O:23])=[O:22])[CH:16]=[CH:17][CH:18]=[CH:19][CH:20]=1. The catalyst class is: 344. (4) Product: [CH3:24][C:23]([Si:20]([CH3:22])([CH3:21])[O:1][CH2:2][C:3]1[CH:8]=[CH:7][NH:6][C:5](=[O:9])[CH:4]=1)([CH3:26])[CH3:25]. Reactant: [OH:1][CH2:2][C:3]1[CH:8]=[CH:7][NH:6][C:5](=[O:9])[CH:4]=1.CN(C=O)C.N1C=CN=C1.[Si:20](Cl)([C:23]([CH3:26])([CH3:25])[CH3:24])([CH3:22])[CH3:21]. The catalyst class is: 6.